Dataset: Peptide-MHC class I binding affinity with 185,985 pairs from IEDB/IMGT. Task: Regression. Given a peptide amino acid sequence and an MHC pseudo amino acid sequence, predict their binding affinity value. This is MHC class I binding data. (1) The peptide sequence is AGFPTGLTY. The MHC is HLA-A24:02 with pseudo-sequence HLA-A24:02. The binding affinity (normalized) is 0. (2) The peptide sequence is QTIASKKDK. The MHC is HLA-A11:01 with pseudo-sequence HLA-A11:01. The binding affinity (normalized) is 0.386.